This data is from Forward reaction prediction with 1.9M reactions from USPTO patents (1976-2016). The task is: Predict the product of the given reaction. Given the reactants C(OC[C:6]1([C:12]2[S:13][CH:14]=[CH:15][CH:16]=2)[CH:11]=[CH:10][CH:9]=[CH:8][CH2:7]1)(=O)C.[CH2:17]1COCC1, predict the reaction product. The product is: [CH2:6]([C:12]1[S:13][CH:14]=[CH:15][CH:16]=1)[C:11]1[CH:17]=[CH:7][CH:8]=[CH:9][CH:10]=1.